From a dataset of Reaction yield outcomes from USPTO patents with 853,638 reactions. Predict the reaction yield, written as a fraction of the theoretical maximum amount of product (1.0 means a 100% yield; for example, 0.34 means a 34% yield). (1) The reactants are [CH2:1]([O:3][C:4]([C:6]1[C:7](=[O:23])[C:8]2[C:13]([C:14]=1[C:15]1[CH:20]=[CH:19][CH:18]=[CH:17][CH:16]=1)=[CH:12][CH:11]=[C:10]([O:21][CH3:22])[CH:9]=2)=[O:5])[CH3:2].[CH2:24]([Mg]Cl)[C:25]1[CH:30]=[CH:29][CH:28]=[CH:27][CH:26]=1. The catalyst is C1COCC1. The product is [CH2:1]([O:3][C:4]([C:6]1[C:7]([CH2:24][C:25]2[CH:30]=[CH:29][CH:28]=[CH:27][CH:26]=2)([OH:23])[C:8]2[C:13]([C:14]=1[C:15]1[CH:20]=[CH:19][CH:18]=[CH:17][CH:16]=1)=[CH:12][CH:11]=[C:10]([O:21][CH3:22])[CH:9]=2)=[O:5])[CH3:2]. The yield is 0.130. (2) The reactants are [CH2:1]([C:3]1([CH2:13][CH2:14][O:15][C:16]2[CH:21]=[CH:20][N+:19]([O-])=[C:18]([CH3:23])[C:17]=2[CH3:24])[O:12][CH2:11][C:6]2([O:10][CH2:9][CH2:8][O:7]2)[CH2:5][O:4]1)[CH3:2].C(N(CC)CC)C.C(OC(=O)C)(=[O:34])C. No catalyst specified. The product is [CH2:1]([C:3]1([CH2:13][CH2:14][O:15][C:16]2[CH:21]=[CH:20][N:19]=[C:18]([CH2:23][OH:34])[C:17]=2[CH3:24])[O:12][CH2:11][C:6]2([O:10][CH2:9][CH2:8][O:7]2)[CH2:5][O:4]1)[CH3:2]. The yield is 0.596. (3) The reactants are Cl[C:2]1[CH:7]=[C:6]([Cl:8])[N:5]=[C:4]([CH2:9][P:10](=[O:17])([O:14][CH2:15][CH3:16])[O:11][CH2:12][CH3:13])[N:3]=1.C(O)(=O)C.[NH2:22][CH:23]1[CH2:28][CH2:27][O:26][CH2:25][CH2:24]1.C(N(CC)CC)C. The catalyst is CN(C)C=O.[Cl-].[Na+].O. The product is [Cl:8][C:6]1[CH:7]=[C:2]([NH:22][CH:23]2[CH2:28][CH2:27][O:26][CH2:25][CH2:24]2)[N:3]=[C:4]([CH2:9][P:10](=[O:17])([O:14][CH2:15][CH3:16])[O:11][CH2:12][CH3:13])[N:5]=1. The yield is 0.660. (4) The reactants are Cl.Cl.C(O[C:6]([C:8]1[CH:9]=[C:10]2[C:14](=[CH:15][CH:16]=1)[NH:13][N:12]=[C:11]2[C:17]1[CH:26]=[CH:25][C:24]2[C:19](=[CH:20][CH:21]=[C:22]([Cl:27])[CH:23]=2)[CH:18]=1)=[NH:7])C.[N:28]1([CH2:33][C:34]([NH:36][NH2:37])=O)[CH2:32][CH2:31][CH2:30][CH2:29]1.C(N(CC)CC)C. The catalyst is CO. The product is [Cl:27][C:22]1[CH:23]=[C:24]2[C:19](=[CH:20][CH:21]=1)[CH:18]=[C:17]([C:11]1[C:10]3[C:14](=[CH:15][CH:16]=[C:8]([C:6]4[NH:37][N:36]=[C:34]([CH2:33][N:28]5[CH2:32][CH2:31][CH2:30][CH2:29]5)[N:7]=4)[CH:9]=3)[NH:13][N:12]=1)[CH:26]=[CH:25]2. The yield is 0.190. (5) The reactants are [CH3:1][C:2]1([CH3:20])[C:6]([CH3:8])([CH3:7])[O:5][B:4]([C:9]2[CH2:19][C:11]3([CH2:14][CH:13]([C:15]([O:17][CH3:18])=[O:16])C3)[CH:10]=2)[O:3]1.F[C:22](F)(F)S(OC1C[C@H]2[C@H]([C@@H]2C(OCC)=O)C=1)(=O)=O. No catalyst specified. The product is [CH3:7][C:6]1([CH3:8])[C:2]([CH3:1])([CH3:20])[O:3][B:4]([C:9]2[CH2:19][CH:11]3[CH:14]([CH:13]3[C:15]([O:17][CH2:18][CH3:22])=[O:16])[CH:10]=2)[O:5]1. The yield is 1.00. (6) The reactants are Cl[C:2]1[N:7]=[C:6]([NH:8][C:9]2[C:10]3[CH:11]=[N:12][N:13](CC4C=CC(OC)=CC=4)[C:14]=3[CH:15]=[CH:16][CH:17]=2)[CH:5]=[CH:4][N:3]=1.[O:27]1[CH2:32][CH2:31][N:30]([C:33]2[CH:38]=[C:37]([NH2:39])[CH:36]=[C:35]([N:40]3[CH2:45][CH2:44][O:43][CH2:42][CH2:41]3)[N:34]=2)[CH2:29][CH2:28]1.C1(OC)C=CC=CC=1. No catalyst specified. The product is [O:27]1[CH2:32][CH2:31][N:30]([C:33]2[CH:38]=[C:37]([NH:39][C:2]3[N:7]=[C:6]([NH:8][C:9]4[CH:17]=[CH:16][CH:15]=[C:14]5[C:10]=4[CH:11]=[N:12][NH:13]5)[CH:5]=[CH:4][N:3]=3)[CH:36]=[C:35]([N:40]3[CH2:41][CH2:42][O:43][CH2:44][CH2:45]3)[N:34]=2)[CH2:29][CH2:28]1. The yield is 0.344. (7) The reactants are [CH3:1][O:2][C:3]1[CH:22]=[CH:21][C:6]([CH2:7][O:8][C:9]2[CH:14]=[CH:13][CH:12]=[C:11]([N+:15]([O-:17])=[O:16])[C:10]=2[CH:18]([OH:20])[CH3:19])=[CH:5][CH:4]=1.C[N+]1([O-])CCOCC1. The catalyst is ClCCl.[Ru]([O-])(=O)(=O)=O.C([N+](CCC)(CCC)CCC)CC. The product is [CH3:1][O:2][C:3]1[CH:4]=[CH:5][C:6]([CH2:7][O:8][C:9]2[CH:14]=[CH:13][CH:12]=[C:11]([N+:15]([O-:17])=[O:16])[C:10]=2[C:18](=[O:20])[CH3:19])=[CH:21][CH:22]=1. The yield is 0.800. (8) The reactants are [CH:1]1([NH:5][S:6]([C:9]2[CH:10]=[C:11]3[C:16](=[CH:17][CH:18]=2)[NH:15][CH:14]([C:19]2[CH:24]=[C:23]([F:25])[CH:22]=[C:21](Br)[CH:20]=2)[CH2:13][C:12]3([CH3:28])[CH3:27])(=[O:8])=[O:7])[CH2:4][CH2:3][CH2:2]1.[NH2:29][C:30]([CH3:35])([CH3:34])[C:31]([OH:33])=[O:32].C(=O)([O-])[O-].[K+].[K+]. The catalyst is CS(C)=O.[Cu]I. The product is [CH:1]1([NH:5][S:6]([C:9]2[CH:10]=[C:11]3[C:16](=[CH:17][CH:18]=2)[NH:15][CH:14]([C:19]2[CH:20]=[C:21]([NH:29][C:30]([CH3:35])([CH3:34])[C:31]([OH:33])=[O:32])[CH:22]=[C:23]([F:25])[CH:24]=2)[CH2:13][C:12]3([CH3:28])[CH3:27])(=[O:8])=[O:7])[CH2:4][CH2:3][CH2:2]1. The yield is 0.510. (9) The yield is 0.760. The catalyst is CO.CCOC(C)=O. The reactants are [NH2:1][C:2]1[C:3]([NH:21][C@@H:22]2[C@H:26]([CH2:27][CH3:28])[CH2:25][C@H:24]([NH:29][S:30]([CH:33]3[CH2:35][CH2:34]3)(=[O:32])=[O:31])[CH2:23]2)=[C:4]2[CH:10]=[CH:9][N:8]([S:11]([C:14]3[CH:20]=[CH:19][C:17]([CH3:18])=[CH:16][CH:15]=3)(=[O:13])=[O:12])[C:5]2=[N:6][CH:7]=1.[CH:36](OC)(OC)OC.O.C1(C)C=CC(S(O)(=O)=O)=CC=1. The product is [CH2:27]([C@H:26]1[C@@H:22]([N:21]2[C:3]3=[C:4]4[CH:10]=[CH:9][N:8]([S:11]([C:14]5[CH:15]=[CH:16][C:17]([CH3:18])=[CH:19][CH:20]=5)(=[O:12])=[O:13])[C:5]4=[N:6][CH:7]=[C:2]3[N:1]=[CH:36]2)[CH2:23][C@@H:24]([NH:29][S:30]([CH:33]2[CH2:35][CH2:34]2)(=[O:31])=[O:32])[CH2:25]1)[CH3:28]. (10) The reactants are [CH2:1]([O:8][C:9]1[CH:10]=[C:11]2[C:16](=[CH:17][C:18]=1[OH:19])[N:15]=[CH:14][NH:13][C:12]2=[O:20])[C:2]1[CH:7]=[CH:6][CH:5]=[CH:4][CH:3]=1.[C:21](OC(=O)C)(=[O:23])[CH3:22]. The catalyst is N1C=CC=CC=1. The product is [CH2:1]([O:8][C:9]1[CH:10]=[C:11]2[C:16](=[CH:17][C:18]=1[O:19][C:21]([CH3:22])=[O:23])[N:15]=[CH:14][NH:13][C:12]2=[O:20])[C:2]1[CH:3]=[CH:4][CH:5]=[CH:6][CH:7]=1. The yield is 0.680.